From a dataset of Full USPTO retrosynthesis dataset with 1.9M reactions from patents (1976-2016). Predict the reactants needed to synthesize the given product. (1) Given the product [CH2:29]([N:34]1[C:23](=[O:26])[C@H:13]([CH2:17][CH2:16][O:15][C:14](=[O:18])[CH3:36])[CH2:12][C:11]2[CH:10]=[CH:9][C:8]3[NH:7][N:6]=[CH:5][C:4]=3[C:3]=2[CH2:2]1)[C:30]([CH3:33])([CH3:32])[CH3:31], predict the reactants needed to synthesize it. The reactants are: O[CH2:2][C:3]1[C:11]([CH2:12][C@H:13]2[CH2:17][CH2:16][O:15][C:14]2=[O:18])=[CH:10][CH:9]=[C:8]2[C:4]=1[CH:5]=[N:6][NH:7]2.S(Cl)(Cl)=O.[C:23](=[O:26])([O-])[O-].[K+].[K+].[CH2:29]([NH2:34])[C:30]([CH3:33])([CH3:32])[CH3:31].Cl[CH2:36]Cl. (2) The reactants are: [N:1]([C:3]1[C:4]([N:11]2[CH2:16][CH:15]=[CH:14][CH2:13][CH2:12]2)=[N:5][C:6]([NH2:10])=[N:7][C:8]=1[NH2:9])=O.S(S([O-])=O)([O-])=O.[Na+].[Na+]. Given the product [NH2:10][C:6]1[N:5]=[C:4]([N:11]2[CH2:12][CH:13]=[CH:14][CH2:15][CH2:16]2)[C:3]([NH2:1])=[C:8]([NH2:9])[N:7]=1, predict the reactants needed to synthesize it. (3) Given the product [Cl:1][C:2]1[C:3]([NH:13][C:14]2[CH:19]=[N:18][CH:17]=[C:16]([C:20]3[CH:25]=[CH:24][C:23]([OH:26])=[CH:22][CH:21]=3)[N:15]=2)=[CH:4][C:5]([O:11][CH3:12])=[C:6]([CH:10]=1)[C:7]([N:31]([CH2:30][CH2:29][N:28]([CH3:33])[CH3:27])[CH3:32])=[O:9], predict the reactants needed to synthesize it. The reactants are: [Cl:1][C:2]1[C:3]([NH:13][C:14]2[CH:19]=[N:18][CH:17]=[C:16]([C:20]3[CH:25]=[CH:24][C:23]([OH:26])=[CH:22][CH:21]=3)[N:15]=2)=[CH:4][C:5]([O:11][CH3:12])=[C:6]([CH:10]=1)[C:7]([OH:9])=O.[CH3:27][N:28]([CH3:33])[CH2:29][CH2:30][NH:31][CH3:32].C(N(CC)CC)C.CN(C(ON1N=NC2C=CC=CC1=2)=[N+](C)C)C.[B-](F)(F)(F)F.